This data is from Reaction yield outcomes from USPTO patents with 853,638 reactions. The task is: Predict the reaction yield, written as a fraction of the theoretical maximum amount of product (1.0 means a 100% yield; for example, 0.34 means a 34% yield). The reactants are [S:1]1[C:5]2[CH2:6][CH2:7][CH2:8][CH2:9][C:4]=2[N:3]=[C:2]1[NH2:10].[N:11]1([C:16](N2C=CN=C2)=[S:17])[CH:15]=[CH:14][N:13]=[CH:12]1. The catalyst is C(#N)C. The product is [S:1]1[C:5]2[CH2:6][CH2:7][CH2:8][CH2:9][C:4]=2[N:3]=[C:2]1[NH:10][C:16]([N:11]1[CH:15]=[CH:14][N:13]=[CH:12]1)=[S:17]. The yield is 0.700.